Dataset: Peptide-MHC class II binding affinity with 134,281 pairs from IEDB. Task: Regression. Given a peptide amino acid sequence and an MHC pseudo amino acid sequence, predict their binding affinity value. This is MHC class II binding data. (1) The peptide sequence is AAATAGTTVYGAFAL. The MHC is HLA-DQA10501-DQB10301 with pseudo-sequence HLA-DQA10501-DQB10301. The binding affinity (normalized) is 0.694. (2) The peptide sequence is IRQAGVQYS. The MHC is DRB1_0901 with pseudo-sequence DRB1_0901. The binding affinity (normalized) is 0. (3) The peptide sequence is TITVYAVTYYKEADY. The MHC is HLA-DPA10201-DPB10501 with pseudo-sequence HLA-DPA10201-DPB10501. The binding affinity (normalized) is 0.629.